This data is from Peptide-MHC class I binding affinity with 185,985 pairs from IEDB/IMGT. The task is: Regression. Given a peptide amino acid sequence and an MHC pseudo amino acid sequence, predict their binding affinity value. This is MHC class I binding data. The peptide sequence is CPFLFLAVL. The MHC is HLA-B54:01 with pseudo-sequence HLA-B54:01. The binding affinity (normalized) is 0.276.